Dataset: Catalyst prediction with 721,799 reactions and 888 catalyst types from USPTO. Task: Predict which catalyst facilitates the given reaction. (1) Reactant: [C:1]([C:3]1[CH:11]=[CH:10][CH:9]=[C:8]2[C:4]=1[CH:5]=[CH:6][NH:7]2)#[N:2].C(=O)([O-])O.[Na+].Cl.[NH2:18][OH:19]. Product: [OH:19][NH:18][C:1]([C:3]1[C:4]2[CH:5]=[CH:6][NH:7][C:8]=2[CH:9]=[CH:10][CH:11]=1)=[NH:2]. The catalyst class is: 8. (2) Reactant: [NH:1]1[CH2:6][CH2:5][CH:4]([N:7]2[C@@H:16]3[C@H:11]([CH2:12][CH2:13][CH2:14][CH2:15]3)[O:10][CH2:9][C:8]2=[O:17])[CH2:3][CH2:2]1.O=[C:19]1[CH2:24][CH2:23][N:22]([C:25]([O:27][C:28]([CH3:31])([CH3:30])[CH3:29])=[O:26])[CH2:21][CH2:20]1.C(N(CC)CC)C.C(O[BH-](OC(=O)C)OC(=O)C)(=O)C.[Na+].C([O-])(O)=O.[Na+]. Product: [O:17]=[C:8]1[N:7]([CH:4]2[CH2:5][CH2:6][N:1]([CH:19]3[CH2:24][CH2:23][N:22]([C:25]([O:27][C:28]([CH3:31])([CH3:30])[CH3:29])=[O:26])[CH2:21][CH2:20]3)[CH2:2][CH2:3]2)[C@@H:16]2[C@H:11]([CH2:12][CH2:13][CH2:14][CH2:15]2)[O:10][CH2:9]1. The catalyst class is: 4. (3) Reactant: Br[C:2]1[CH:11]=[CH:10][C:5]([C:6]([O:8][CH3:9])=[O:7])=[C:4]([CH3:12])[CH:3]=1.[CH2:13](Cl)Cl.O1[CH2:21][CH2:20]OCC1. Product: [CH:20]([C:2]1[CH:11]=[CH:10][C:5]([C:6]([O:8][CH3:9])=[O:7])=[C:4]([CH3:12])[CH:3]=1)([CH3:21])[CH3:13]. The catalyst class is: 140. (4) Reactant: [Cl:1][C:2]1[C:11]([CH2:12][CH2:13][C:14]2[CH:15]=[N:16][C:17]([NH:20][C:21]3[CH:22]=[N:23][N:24]([CH3:26])[CH:25]=3)=[N:18][CH:19]=2)=[CH:10][C:5]([C:6]([O:8]C)=[O:7])=[CH:4][C:3]=1[O:27][CH3:28].[OH-].[Na+]. Product: [Cl:1][C:2]1[C:11]([CH2:12][CH2:13][C:14]2[CH:19]=[N:18][C:17]([NH:20][C:21]3[CH:22]=[N:23][N:24]([CH3:26])[CH:25]=3)=[N:16][CH:15]=2)=[CH:10][C:5]([C:6]([OH:8])=[O:7])=[CH:4][C:3]=1[O:27][CH3:28]. The catalyst class is: 36. (5) Reactant: C(OC1C=C2C(=CC=1)N=CC([N+]([O-])=O)=C2[Cl:22])C1C=CC=CC=1.C(OC1C=C2C(C(Cl)=C([N+]([O-])=O)C=N2)=CC=1)C1C=CC=CC=1.[CH2:45]([O:47][CH2:48][C:49](Cl)=[O:50])[CH3:46].[NH2:52][C:53]1[CH:54]=[N:55][C:56]2[C:61]([C:62]=1[NH:63][CH2:64][C:65]([CH3:68])([OH:67])[CH3:66])=[CH:60][C:59]([O:69][CH2:70][C:71]1[CH:76]=[CH:75][CH:74]=[CH:73][CH:72]=1)=[CH:58][CH:57]=2. Product: [NH2:52][C:53]1[CH:54]=[N:55][C:56]2[C:61]([C:62]=1[NH:63][CH2:64][C:65]([CH3:66])([OH:67])[CH3:68])=[CH:60][C:59]([O:69][CH2:70][C:71]1[CH:72]=[CH:73][CH:74]=[CH:75][CH:76]=1)=[CH:58][CH:57]=2.[ClH:22].[CH2:70]([O:69][C:59]1[CH:60]=[C:61]2[C:56](=[CH:57][CH:58]=1)[N:55]=[CH:54][C:53]([NH:52][C:49](=[O:50])[CH2:48][O:47][CH2:45][CH3:46])=[C:62]2[NH:63][CH2:64][C:65]([OH:67])([CH3:66])[CH3:68])[C:71]1[CH:76]=[CH:75][CH:74]=[CH:73][CH:72]=1. The catalyst class is: 10. (6) Reactant: CN(C)CCCN=C=NCC.[NH2:12][C:13]1[C:14](=[O:26])[N:15]([CH3:25])[C:16](=[O:24])[N:17]([CH2:20][CH:21]([CH3:23])[CH3:22])[C:18]=1[NH2:19].[CH3:27][O:28][C:29]1[C:38]([O:39][CH3:40])=[CH:37][CH:36]=[C:35]2[C:30]=1[C:31]([CH2:41][C:42](O)=O)=[CH:32][N:33]=[CH:34]2.ON1C2C=CC=CC=2N=N1. Product: [CH2:20]([N:17]1[C:18]2[N:19]=[C:42]([CH2:41][C:31]3[C:30]4[C:35](=[CH:36][CH:37]=[C:38]([O:39][CH3:40])[C:29]=4[O:28][CH3:27])[CH:34]=[N:33][CH:32]=3)[NH:12][C:13]=2[C:14](=[O:26])[N:15]([CH3:25])[C:16]1=[O:24])[CH:21]([CH3:22])[CH3:23]. The catalyst class is: 46. (7) Reactant: [Br:1][C:2]1[CH:3]=[C:4]([O:19][C:20]2[CH:25]=[CH:24][CH:23]=[CH:22][CH:21]=2)[C:5]([NH:8][C:9]2[S:10][CH:11]=[C:12]([CH2:14][CH2:15][C:16]([OH:18])=O)[N:13]=2)=[N:6][CH:7]=1.CCN(C(C)C)C(C)C.CN(C(F)=[N+](C)C)C.F[P-](F)(F)(F)(F)F.O[NH:51][C:52](=[NH:54])[CH3:53]. Product: [Br:1][C:2]1[CH:3]=[C:4]([O:19][C:20]2[CH:25]=[CH:24][CH:23]=[CH:22][CH:21]=2)[C:5]([NH:8][C:9]2[S:10][CH:11]=[C:12]([CH2:14][CH2:15][C:16]3[O:18][N:54]=[C:52]([CH3:53])[N:51]=3)[N:13]=2)=[N:6][CH:7]=1. The catalyst class is: 31. (8) Reactant: C(OC(=O)[NH:5][C:6]1[C:7]([C:14]#[C:15][Si](C)(C)C)=[N:8][CH:9]=[CH:10][C:11]=1[O:12][CH3:13])C.[OH-].[K+]. Product: [CH3:13][O:12][C:11]1[CH:10]=[CH:9][N:8]=[C:7]2[CH:14]=[CH:15][NH:5][C:6]=12. The catalyst class is: 218.